This data is from Full USPTO retrosynthesis dataset with 1.9M reactions from patents (1976-2016). The task is: Predict the reactants needed to synthesize the given product. (1) The reactants are: [NH:1]1[C:9]2[C:4](=[CH:5][CH:6]=[CH:7][CH:8]=2)[C:3]2([C:21]3[C:12](=[CH:13][C:14]4[O:19][CH2:18][CH2:17][O:16][C:15]=4[CH:20]=3)[O:11][CH2:10]2)[C:2]1=[O:22].N1C2C(=CC=CC=2)C2(C3=CC4OCOC=4C=C3OC2)C1=O.Cl.Cl[CH2:46][C:47]1[CH:48]=[N:49][CH:50]=[C:51]([F:53])[CH:52]=1.CC1C=CC(S(OC[C@H]2COCCO2)(=O)=O)=CC=1. Given the product [F:53][C:51]1[CH:52]=[C:47]([CH2:46][N:1]2[C:9]3[C:4](=[CH:5][CH:6]=[CH:7][CH:8]=3)[C:3]3([C:21]4[C:12](=[CH:13][C:14]5[O:19][CH2:18][CH2:17][O:16][C:15]=5[CH:20]=4)[O:11][CH2:10]3)[C:2]2=[O:22])[CH:48]=[N:49][CH:50]=1, predict the reactants needed to synthesize it. (2) Given the product [CH3:26][NH:27][C:16]([C:12]1[C:8]2[CH:7]=[CH:6][C:5]([OH:4])=[CH:15][C:9]=2[S:10][C:11]=1[CH2:13][CH3:14])=[O:20], predict the reactants needed to synthesize it. The reactants are: C([O:4][C:5]1[CH:6]=[CH:7][C:8]2[CH:12]=[C:11]([CH2:13][CH3:14])[S:10][C:9]=2[CH:15]=1)(=O)C.[C:16](Cl)(=[O:20])C(Cl)=O.[Al+3].[Cl-].[Cl-].[Cl-].[CH3:26][NH2:27]. (3) The reactants are: [C:10]1([C:15]2[CH:16]=[CH:17][CH:18]=[CH:19][CH:20]=2)[CH:11]=[CH:12][CH:13]=[CH:14][C:9]=1[Se:8][Se:8][C:9]1[CH:14]=[CH:13][CH:12]=[CH:11][C:10]=1[C:15]1[CH:20]=[CH:19][CH:18]=[CH:17][CH:16]=1.BrBr. Given the product [CH:11]1[C:10]2[C:15]3[CH:20]=[CH:19][CH:18]=[CH:17][C:16]=3[Se:8][C:9]=2[CH:14]=[CH:13][CH:12]=1, predict the reactants needed to synthesize it.